Dataset: Catalyst prediction with 721,799 reactions and 888 catalyst types from USPTO. Task: Predict which catalyst facilitates the given reaction. (1) Reactant: C[O:2][C:3]([C:5]1[C:13]2[C:8](=[CH:9][C:10]([C:14]3[CH:19]=[CH:18][C:17]([O:20][CH2:21][C:22]4[N:23]([C:31]5[C:36]([Cl:37])=[CH:35][CH:34]=[CH:33][C:32]=5[Cl:38])[N:24]=[N:25][C:26]=4[C:27]([F:30])([F:29])[F:28])=[CH:16][C:15]=3[CH3:39])=[CH:11][CH:12]=2)[N:7]([CH:40]([CH3:42])[CH3:41])[N:6]=1)=[O:4].C1COCC1.[Li+].[OH-].Cl. Product: [Cl:38][C:32]1[CH:33]=[CH:34][CH:35]=[C:36]([Cl:37])[C:31]=1[N:23]1[C:22]([CH2:21][O:20][C:17]2[CH:18]=[CH:19][C:14]([C:10]3[CH:9]=[C:8]4[C:13]([C:5]([C:3]([OH:4])=[O:2])=[N:6][N:7]4[CH:40]([CH3:41])[CH3:42])=[CH:12][CH:11]=3)=[C:15]([CH3:39])[CH:16]=2)=[C:26]([C:27]([F:28])([F:30])[F:29])[N:25]=[N:24]1. The catalyst class is: 72. (2) Reactant: [Cl:1][C:2]1[N:11]=[C:10](Cl)[C:9]2[C:4](=[CH:5][CH:6]=[CH:7][CH:8]=2)[N:3]=1.C(N(CC)C(C)C)(C)C.[CH:22]1([CH:28]([C:31]2[CH:36]=[CH:35][CH:34]=[CH:33][CH:32]=2)[CH2:29][NH2:30])[CH2:27][CH2:26][CH2:25][CH2:24][CH2:23]1. Product: [Cl:1][C:2]1[N:11]=[C:10]([NH:30][CH2:29][CH:28]([CH:31]2[CH2:36][CH2:35][CH2:34][CH2:33][CH2:32]2)[C:22]2[CH:23]=[CH:24][CH:25]=[CH:26][CH:27]=2)[C:9]2[C:4](=[CH:5][CH:6]=[CH:7][CH:8]=2)[N:3]=1. The catalyst class is: 20. (3) Reactant: [CH3:1][C:2]1([CH3:33])[CH2:11][CH:10]=[C:9]([C:12]2[CH:17]=[CH:16][C:15]([CH3:18])=[CH:14][CH:13]=2)[C:8]2[CH:7]=[C:6]([C:19]([NH:21][C:22]3[CH:32]=[CH:31][C:25]([C:26]([O:28]CC)=[O:27])=[CH:24][CH:23]=3)=[S:20])[CH:5]=[CH:4][C:3]1=2.[OH-].[Na+]. Product: [CH3:1][C:2]1([CH3:33])[CH2:11][CH:10]=[C:9]([C:12]2[CH:17]=[CH:16][C:15]([CH3:18])=[CH:14][CH:13]=2)[C:8]2[CH:7]=[C:6]([C:19]([NH:21][C:22]3[CH:23]=[CH:24][C:25]([C:26]([OH:28])=[O:27])=[CH:31][CH:32]=3)=[S:20])[CH:5]=[CH:4][C:3]1=2. The catalyst class is: 301.